The task is: Regression. Given a peptide amino acid sequence and an MHC pseudo amino acid sequence, predict their binding affinity value. This is MHC class II binding data.. This data is from Peptide-MHC class II binding affinity with 134,281 pairs from IEDB. (1) The peptide sequence is DDYIKLNGPLTVGGS. The MHC is DRB1_0101 with pseudo-sequence DRB1_0101. The binding affinity (normalized) is 0.646. (2) The peptide sequence is EKKYFAATQFEPLAP. The MHC is DRB1_1001 with pseudo-sequence DRB1_1001. The binding affinity (normalized) is 0.682. (3) The peptide sequence is KLVLDIKYTRPGDSL. The MHC is DRB1_1001 with pseudo-sequence DRB1_1001. The binding affinity (normalized) is 0.409. (4) The peptide sequence is TSVGKGIHTVFGSAF. The MHC is HLA-DQA10201-DQB10402 with pseudo-sequence HLA-DQA10201-DQB10402. The binding affinity (normalized) is 0.573. (5) The peptide sequence is AATQARAAAAAFEAA. The MHC is DRB1_1602 with pseudo-sequence DRB1_1602. The binding affinity (normalized) is 0.347. (6) The peptide sequence is AFILDGDNLFPEV. The MHC is HLA-DQA10501-DQB10201 with pseudo-sequence HLA-DQA10501-DQB10201. The binding affinity (normalized) is 0.860.